This data is from Full USPTO retrosynthesis dataset with 1.9M reactions from patents (1976-2016). The task is: Predict the reactants needed to synthesize the given product. The reactants are: [CH2:1]([O:3][C:4]([C:6]1[CH2:11][C@H:10]([N:12]=[N+]=[N-])[C@@H:9]([NH:15][C:16](=[O:18])[CH3:17])[C@H:8]([O:19][CH:20]([CH2:23][CH3:24])[CH2:21][CH3:22])[CH:7]=1)=[O:5])[CH3:2].O.C(O)(=O)C.C(P(CCCC)CCCC)CCC. Given the product [CH2:1]([O:3][C:4]([C:6]1[CH2:11][C@H:10]([NH2:12])[C@@H:9]([NH:15][C:16](=[O:18])[CH3:17])[C@H:8]([O:19][CH:20]([CH2:23][CH3:24])[CH2:21][CH3:22])[CH:7]=1)=[O:5])[CH3:2], predict the reactants needed to synthesize it.